From a dataset of Forward reaction prediction with 1.9M reactions from USPTO patents (1976-2016). Predict the product of the given reaction. (1) Given the reactants [Cl:1][C:2]1[C:7]([C:8]([O:10]/[N:11]=[C:12](/[NH2:14])\[CH3:13])=[O:9])=[C:6](Cl)[N:5]=[CH:4][N:3]=1.[NH3:16], predict the reaction product. The product is: [NH2:16][C:6]1[C:7]([C:8]([O:10]/[N:11]=[C:12](/[NH2:14])\[CH3:13])=[O:9])=[C:2]([Cl:1])[N:3]=[CH:4][N:5]=1. (2) Given the reactants [C:1]1([P:7](=[O:30])([C:19](=[O:29])[C:20]2[C:25]([CH3:26])=[CH:24][C:23]([CH3:27])=[CH:22][C:21]=2[CH3:28])[C:8](=[O:18])[C:9]2[C:14]([CH3:15])=[CH:13][C:12]([CH3:16])=[CH:11][C:10]=2[CH3:17])[CH:6]=[CH:5][CH:4]=[CH:3][CH:2]=1.[Br:31]N1C(=O)CCC1=O.ClC1C=CC=CC=1, predict the reaction product. The product is: [CH2:8]([Br:31])[C:9]1[CH:14]=[CH:13][CH:12]=[CH:11][CH:10]=1.[C:1]1([P:7](=[O:30])([C:8](=[O:18])[C:9]2[C:10]([CH3:17])=[CH:11][C:12]([CH3:16])=[CH:13][C:14]=2[CH3:15])[C:19](=[O:29])[C:20]2[C:25]([CH3:26])=[CH:24][C:23]([CH3:27])=[CH:22][C:21]=2[CH3:28])[CH:6]=[CH:5][CH:4]=[CH:3][CH:2]=1. (3) Given the reactants FC(F)(F)C1C=C(NC(=O)NC2C=CC(C3SC(CCC(O)=O)=NC=3)=CC=2)C=CC=1.[C:31]1([NH:37][C:38](=[O:61])[NH:39][C:40]2[CH:45]=[CH:44][C:43]([C:46]3[S:50][C:49]([CH:51]4[CH2:56][CH2:55][CH:54]([C:57]([O:59]C)=[O:58])[CH2:53][CH2:52]4)=[N:48][CH:47]=3)=[CH:42][CH:41]=2)[CH:36]=[CH:35][CH:34]=[CH:33][CH:32]=1, predict the reaction product. The product is: [C:31]1([NH:37][C:38](=[O:61])[NH:39][C:40]2[CH:41]=[CH:42][C:43]([C:46]3[S:50][C:49]([CH:51]4[CH2:52][CH2:53][CH:54]([C:57]([OH:59])=[O:58])[CH2:55][CH2:56]4)=[N:48][CH:47]=3)=[CH:44][CH:45]=2)[CH:32]=[CH:33][CH:34]=[CH:35][CH:36]=1. (4) Given the reactants [CH3:1]S(O)(=O)=O.[F:6][C:7]1[C:12]([F:13])=[CH:11][CH:10]=[CH:9][C:8]=1[C@H:14]1[CH2:20][N:19]2[C:21]([C:24]([OH:27])([CH3:26])[CH3:25])=[CH:22][N:23]=[C:18]2[C@H:17]([NH:28]C(=O)OC(C)(C)C)[CH2:16][CH2:15]1, predict the reaction product. The product is: [F:6][C:7]1[C:12]([F:13])=[CH:11][CH:10]=[CH:9][C:8]=1[C@H:14]1[CH2:20][N:19]2[C:21]([C:24]([O:27][CH3:1])([CH3:25])[CH3:26])=[CH:22][N:23]=[C:18]2[C@H:17]([NH2:28])[CH2:16][CH2:15]1. (5) The product is: [NH2:12][C:11]1[C:10]([C:2]2[S:1][C:5]3[CH:6]=[CH:7][CH:8]=[CH:9][C:4]=3[N:3]=2)=[C:13]([CH2:17][CH2:16][CH2:15][OH:14])[NH:19][N:20]=1. Given the reactants [S:1]1[C:5]2[CH:6]=[CH:7][CH:8]=[CH:9][C:4]=2[N:3]=[C:2]1[C:10](=[C:13]1[CH2:17][CH2:16][CH2:15][O:14]1)[C:11]#[N:12].O.[NH2:19][NH2:20], predict the reaction product.